From a dataset of Reaction yield outcomes from USPTO patents with 853,638 reactions. Predict the reaction yield, written as a fraction of the theoretical maximum amount of product (1.0 means a 100% yield; for example, 0.34 means a 34% yield). (1) The reactants are [Cl:1][C:2]1[N:7]=[N:6][C:5]([NH2:8])=[CH:4][CH:3]=1.CO[CH:11](OC)[N:12]([CH3:14])[CH3:13]. No catalyst specified. The product is [Cl:1][C:2]1[N:7]=[N:6][C:5](/[N:8]=[CH:11]/[N:12]([CH3:14])[CH3:13])=[CH:4][CH:3]=1. The yield is 0.829. (2) The reactants are CCCP(=O)=O.Cl.[Cl:8][C:9]1[CH:14]=[CH:13][C:12]([CH:15]2[CH2:20][CH2:19][CH2:18][NH:17][CH2:16]2)=[C:11]([CH3:21])[CH:10]=1.[CH2:22]([N:24]1[CH:28]=[C:27]([C:29](O)=[O:30])[CH:26]=[N:25]1)[CH3:23].C(N(CC)CC)C. The catalyst is C(Cl)Cl. The product is [Cl:8][C:9]1[CH:14]=[CH:13][C:12]([CH:15]2[CH2:20][CH2:19][CH2:18][N:17]([C:29]([C:27]3[CH:26]=[N:25][N:24]([CH2:22][CH3:23])[CH:28]=3)=[O:30])[CH2:16]2)=[C:11]([CH3:21])[CH:10]=1. The yield is 0.680. (3) The reactants are [Br:1][C:2]1[CH:13]=[C:6]2[C:7]([O:9]C(=O)[NH:11][C:5]2=[CH:4][CH:3]=1)=O.[NH:14]1[CH2:19][CH2:18][O:17][CH2:16][CH2:15]1. The catalyst is C1COCC1. The product is [NH2:11][C:5]1[CH:4]=[CH:3][C:2]([Br:1])=[CH:13][C:6]=1[C:7]([N:14]1[CH2:19][CH2:18][O:17][CH2:16][CH2:15]1)=[O:9]. The yield is 0.940. (4) The reactants are [Br:1][C:2]1[CH:3]=[CH:4][C:5]([CH3:11])=[C:6]([CH:10]=1)[C:7]([OH:9])=[O:8].[C:12]([O-])([O-])=O.[K+].[K+].CI. The catalyst is CN(C=O)C. The product is [CH3:12][O:8][C:7](=[O:9])[C:6]1[CH:10]=[C:2]([Br:1])[CH:3]=[CH:4][C:5]=1[CH3:11]. The yield is 0.820. (5) The reactants are [C:1]([Si:5]([O:18][CH:19]1[CH2:22][C:21](S(C)=O)(SC)[CH2:20]1)([C:12]1[CH:17]=[CH:16][CH:15]=[CH:14][CH:13]=1)[C:6]1[CH:11]=[CH:10][CH:9]=[CH:8][CH:7]=1)([CH3:4])([CH3:3])[CH3:2].Cl(O)(=O)(=O)=[O:29]. The catalyst is CCOCC.O. The product is [Si:5]([O:18][CH:19]1[CH2:22][C:21](=[O:29])[CH2:20]1)([C:1]([CH3:3])([CH3:4])[CH3:2])([C:12]1[CH:17]=[CH:16][CH:15]=[CH:14][CH:13]=1)[C:6]1[CH:11]=[CH:10][CH:9]=[CH:8][CH:7]=1. The yield is 0.590. (6) The reactants are CO[C:3](=[O:28])[C:4]1[CH:9]=[CH:8][C:7]([O:10][CH2:11][C:12]2[C:13]([C:21]3[CH:26]=[CH:25][C:24]([F:27])=[CH:23][CH:22]=3)=[N:14][O:15][C:16]=2[C:17]([F:20])([F:19])[F:18])=[N:6][CH:5]=1.COC(=O)C1C=CC(OCC2C(C3C=CC=C(F)C=3)=NOC=2C)=NC=1.[CH:54]1([NH2:57])[CH2:56][CH2:55]1. No catalyst specified. The product is [CH:54]1([NH:57][C:3](=[O:28])[C:4]2[CH:9]=[CH:8][C:7]([O:10][CH2:11][C:12]3[C:13]([C:21]4[CH:22]=[CH:23][C:24]([F:27])=[CH:25][CH:26]=4)=[N:14][O:15][C:16]=3[C:17]([F:20])([F:18])[F:19])=[N:6][CH:5]=2)[CH2:56][CH2:55]1. The yield is 0.540. (7) The reactants are C([NH:4][C:5]1[CH:6]=[C:7]([CH:33]=[CH:34][N:35]=1)[C:8]([NH:10][C:11]1[CH:16]=[CH:15][C:14]([C:17]2[NH:18][C:19](=[O:31])[C:20]3[O:25][C:24]4[CH:26]=[CH:27][C:28]([Br:30])=[CH:29][C:23]=4[C:21]=3[N:22]=2)=[C:13]([Cl:32])[CH:12]=1)=[O:9])(=O)C.Cl.C(N(C(C)C)CC)(C)C. The catalyst is C(O)C. The product is [NH2:4][C:5]1[CH:6]=[C:7]([C:8]([NH:10][C:11]2[CH:16]=[CH:15][C:14]([C:17]3[NH:18][C:19](=[O:31])[C:20]4[O:25][C:24]5[CH:26]=[CH:27][C:28]([Br:30])=[CH:29][C:23]=5[C:21]=4[N:22]=3)=[C:13]([Cl:32])[CH:12]=2)=[O:9])[CH:33]=[CH:34][N:35]=1. The yield is 0.150. (8) The reactants are C([O:4][C:5]1[CH:6]=[C:7]2[C:12](=[CH:13][C:14]=1[O:15][CH3:16])[N:11]=[CH:10][N:9]=[C:8]2[Cl:17])(=O)C. The catalyst is N. The product is [Cl:17][C:8]1[C:7]2[C:12](=[CH:13][C:14]([O:15][CH3:16])=[C:5]([OH:4])[CH:6]=2)[N:11]=[CH:10][N:9]=1. The yield is 0.678.